From a dataset of HIV replication inhibition screening data with 41,000+ compounds from the AIDS Antiviral Screen. Binary Classification. Given a drug SMILES string, predict its activity (active/inactive) in a high-throughput screening assay against a specified biological target. (1) The compound is N=C1NCc2c(sc3c2CCCC3)N1. The result is 0 (inactive). (2) The compound is CC(C)C1CC=NN1C(=O)OC(C)(C)C. The result is 0 (inactive). (3) The molecule is CCCCCCCCC(C)CCCCCCCCC(=O)O. The result is 0 (inactive). (4) The molecule is CSC(=C(S)c1ccccc1)c1ccccc1. The result is 0 (inactive). (5) The result is 0 (inactive). The molecule is O=C(O)C(=Cc1cc2c(cc1[N+](=O)[O-])OCO2)c1cc2c(cc1Br)OCO2.